From a dataset of Catalyst prediction with 721,799 reactions and 888 catalyst types from USPTO. Predict which catalyst facilitates the given reaction. (1) Reactant: [CH3:1][N:2]1[CH2:7][CH2:6][N:5]([C:8]2[CH:16]=[C:15]3[C:11]([CH:12]=[C:13]([Sn](CCCC)(CCCC)CCCC)[N:14]3[S:17]([C:20]3[CH:25]=[CH:24][C:23]([CH3:26])=[CH:22][CH:21]=3)(=[O:19])=[O:18])=[CH:10][CH:9]=2)[CH2:4][CH2:3]1.Br[C:41]1[CH:47]=[CH:46][C:44]([NH2:45])=[C:43]([N+:48]([O-:50])=[O:49])[CH:42]=1. The catalyst class is: 128. Product: [CH3:1][N:2]1[CH2:7][CH2:6][N:5]([C:8]2[CH:16]=[C:15]3[C:11]([CH:12]=[C:13]([C:41]4[CH:47]=[CH:46][C:44]([NH2:45])=[C:43]([N+:48]([O-:50])=[O:49])[CH:42]=4)[N:14]3[S:17]([C:20]3[CH:25]=[CH:24][C:23]([CH3:26])=[CH:22][CH:21]=3)(=[O:18])=[O:19])=[CH:10][CH:9]=2)[CH2:4][CH2:3]1. (2) Reactant: [Cl:1][C:2]1[CH:7]=[CH:6][C:5]([C:8]2[N:17]=[CH:16][CH:15]=[CH:14][C:9]=2[C:10]([O:12]C)=[O:11])=[CH:4][CH:3]=1.[OH-].[Na+].Cl. Product: [Cl:1][C:2]1[CH:3]=[CH:4][C:5]([C:8]2[N:17]=[CH:16][CH:15]=[CH:14][C:9]=2[C:10]([OH:12])=[O:11])=[CH:6][CH:7]=1. The catalyst class is: 5. (3) Reactant: [C:1](=[O:4])(O)[O-:2].[Na+].[NH2:6][C:7]1[CH:12]=[CH:11][C:10]([CH2:13][OH:14])=[CH:9][CH:8]=1.C1COCC1.[CH2:20](C(Cl)=O)[C:21]1[CH:26]=[CH:25][CH:24]=[CH:23][CH:22]=1. Product: [CH2:20]([O:2][C:1](=[O:4])[NH:6][C:7]1[CH:12]=[CH:11][C:10]([CH2:13][OH:14])=[CH:9][CH:8]=1)[C:21]1[CH:26]=[CH:25][CH:24]=[CH:23][CH:22]=1. The catalyst class is: 34. (4) Product: [Cl:14][C:15]1[CH:20]=[CH:19][C:18]([N:21]2[C:25]([CH2:26][CH2:27][F:11])=[CH:24][C:23]([C:29]([NH:31][C:32]3[CH:37]=[CH:36][C:35]([S:38]([CH3:41])(=[O:40])=[O:39])=[CH:34][CH:33]=3)=[O:30])=[C:22]2[CH3:42])=[C:17]([CH3:43])[CH:16]=1. The catalyst class is: 4. Reactant: COCCN(S(F)(F)[F:11])CCOC.[Cl:14][C:15]1[CH:20]=[CH:19][C:18]([N:21]2[C:25]([CH2:26][CH2:27]O)=[CH:24][C:23]([C:29]([NH:31][C:32]3[CH:37]=[CH:36][C:35]([S:38]([CH3:41])(=[O:40])=[O:39])=[CH:34][CH:33]=3)=[O:30])=[C:22]2[CH3:42])=[C:17]([CH3:43])[CH:16]=1.C(=O)([O-])O.[Na+]. (5) Reactant: [Cl:1][C:2]1[C:3]([C:27]([F:30])([F:29])[F:28])=[N:4][N:5]([CH2:8][C:9]([N:11]2[CH2:16][CH2:15][C:14]([C:20]3[CH:25]=[CH:24][C:23]([Cl:26])=[CH:22][CH:21]=3)([C:17]([OH:19])=O)[CH2:13][CH2:12]2)=[O:10])[C:6]=1[CH3:7].[CH3:31][N:32]1[CH2:37][CH2:36][NH:35][CH2:34][CH2:33]1.F[P-](F)(F)(F)(F)F.N1(O[P+](N(C)C)(N(C)C)N(C)C)C2C=CC=CC=2N=N1. Product: [Cl:1][C:2]1[C:3]([C:27]([F:29])([F:28])[F:30])=[N:4][N:5]([CH2:8][C:9]([N:11]2[CH2:16][CH2:15][C:14]([C:20]3[CH:25]=[CH:24][C:23]([Cl:26])=[CH:22][CH:21]=3)([C:17]([N:35]3[CH2:36][CH2:37][N:32]([CH3:31])[CH2:33][CH2:34]3)=[O:19])[CH2:13][CH2:12]2)=[O:10])[C:6]=1[CH3:7]. The catalyst class is: 37.